This data is from Full USPTO retrosynthesis dataset with 1.9M reactions from patents (1976-2016). The task is: Predict the reactants needed to synthesize the given product. (1) The reactants are: C([O:3][C:4](=O)[C:5]([C:24]([F:27])([F:26])[F:25])([O:19][Si:20]([CH3:23])([CH3:22])[CH3:21])[CH2:6][C:7]([C:10]1[CH:15]=[CH:14][CH:13]=[C:12]([F:16])[C:11]=1[O:17][CH3:18])([CH3:9])[CH3:8])C.[H-].[H-].[H-].[H-].[Li+].[Al+3].C([O-])(O)=O.[Na+]. Given the product [F:16][C:12]1[C:11]([O:17][CH3:18])=[C:10]([C:7]([CH3:8])([CH3:9])[CH2:6][C:5]([C:24]([F:26])([F:27])[F:25])([O:19][Si:20]([CH3:22])([CH3:23])[CH3:21])[CH2:4][OH:3])[CH:15]=[CH:14][CH:13]=1, predict the reactants needed to synthesize it. (2) Given the product [Cl:3][C:4]1[CH:5]=[CH:6][C:7]2[N:13]([CH2:14][C:15]([CH3:18])([CH3:19])[CH2:16][OH:17])[C:12](=[O:20])[C@@H:11]([CH2:21][C:22]([NH:24][CH2:25][CH2:26][C:27]3[O:28][CH:29]=[CH:30][C:31]=3[C:32]([OH:34])=[O:33])=[O:23])[O:10][C@H:9]([C:36]3[CH:41]=[CH:40][CH:39]=[C:38]([O:42][CH3:43])[C:37]=3[O:44][CH3:45])[C:8]=2[CH:46]=1, predict the reactants needed to synthesize it. The reactants are: [OH-].[Na+].[Cl:3][C:4]1[CH:5]=[CH:6][C:7]2[N:13]([CH2:14][C:15]([CH3:19])([CH3:18])[CH2:16][OH:17])[C:12](=[O:20])[C@@H:11]([CH2:21][C:22]([NH:24][CH2:25][CH2:26][C:27]3[O:28][CH:29]=[CH:30][C:31]=3[C:32]([O:34]C)=[O:33])=[O:23])[O:10][C@H:9]([C:36]3[CH:41]=[CH:40][CH:39]=[C:38]([O:42][CH3:43])[C:37]=3[O:44][CH3:45])[C:8]=2[CH:46]=1. (3) The reactants are: [C:1]([C:3]([C:6]1[CH:7]=[C:8]([CH:30]=[CH:31][CH:32]=1)[C:9]([NH:11][C:12]1[CH:17]=[CH:16][C:15]([C:18]#[N:19])=[C:14]([O:20][C:21]2[CH:26]=[CH:25][C:24]([N+:27]([O-])=O)=[CH:23][N:22]=2)[CH:13]=1)=[O:10])([CH3:5])[CH3:4])#[N:2]. Given the product [NH2:27][C:24]1[CH:25]=[CH:26][C:21]([O:20][C:14]2[CH:13]=[C:12]([NH:11][C:9](=[O:10])[C:8]3[CH:30]=[CH:31][CH:32]=[C:6]([C:3]([C:1]#[N:2])([CH3:5])[CH3:4])[CH:7]=3)[CH:17]=[CH:16][C:15]=2[C:18]#[N:19])=[N:22][CH:23]=1, predict the reactants needed to synthesize it. (4) The reactants are: F[C:2]1[CH:7]=[CH:6][C:5]([N+:8]([O-:10])=[O:9])=[CH:4][CH:3]=1.[NH2:11][C:12]1[C:17](C)=[CH:16][CH:15]=[CH:14][N:13]=1.[C:19]([O-])([O-])=O.[K+].[K+].CC(C)([O-])C.[K+]. Given the product [CH3:19][C:14]1[N:13]=[C:12]([NH:11][C:2]2[CH:7]=[CH:6][C:5]([N+:8]([O-:10])=[O:9])=[CH:4][CH:3]=2)[CH:17]=[CH:16][CH:15]=1, predict the reactants needed to synthesize it. (5) Given the product [C:24]([O:23][C:21]([NH:20][CH2:19][CH2:18][CH2:17][O:16][CH2:15][O:14][CH2:13][CH2:12][N:11]1[C:3]2[CH:4]=[CH:5][C:9]([C:30]([OH:31])=[O:29])=[CH:10][C:2]=2[N:1]=[C:41]1[O:40][CH3:39])=[O:22])([CH3:25])([CH3:26])[CH3:27], predict the reactants needed to synthesize it. The reactants are: [NH2:1][C:2]1[CH:10]=[CH:9][C:5](C(O)=O)=[CH:4][C:3]=1[NH:11][CH2:12][CH2:13][O:14][CH2:15][O:16][CH2:17][CH2:18][CH2:19][NH:20][C:21]([O:23][C:24]([CH3:27])([CH3:26])[CH3:25])=[O:22].C[O:29][C:30](OC)(OC)[O:31]C.O1C[CH2:41][O:40][CH2:39]C1. (6) Given the product [N:21]([CH:2]1[CH2:19][CH2:18][C:5]2=[C:6]([C:13]([O:15][CH2:16][CH3:17])=[O:14])[S:7][C:8]([S:9][CH:10]([CH3:12])[CH3:11])=[C:4]2[C:3]1=[O:20])=[N+:22]=[N-:23], predict the reactants needed to synthesize it. The reactants are: Br[CH:2]1[CH2:19][CH2:18][C:5]2=[C:6]([C:13]([O:15][CH2:16][CH3:17])=[O:14])[S:7][C:8]([S:9][CH:10]([CH3:12])[CH3:11])=[C:4]2[C:3]1=[O:20].[N-:21]=[N+:22]=[N-:23].[Na+]. (7) Given the product [CH3:1][S:2]([N:5]1[C:13]2[C:8](=[CH:9][C:10]([NH2:14])=[CH:11][CH:12]=2)[CH:7]=[N:6]1)(=[O:3])=[O:4], predict the reactants needed to synthesize it. The reactants are: [CH3:1][S:2]([N:5]1[C:13]2[C:8](=[CH:9][C:10]([N+:14]([O-])=O)=[CH:11][CH:12]=2)[CH:7]=[N:6]1)(=[O:4])=[O:3].C([O-])=O.[NH4+]. (8) Given the product [CH3:22][N:17]1[C:16]2[CH:23]=[CH:24][C:13]([C:4]3[C:1]([CH3:2])=[N:34][NH:35][C:5]=3[C:6]3[CH:7]=[C:8]([CH3:12])[CH:9]=[CH:10][CH:11]=3)=[CH:14][C:15]=2[N:19]([CH3:20])[C:18]1=[O:21], predict the reactants needed to synthesize it. The reactants are: [C:1]([C:4]([C:13]1[CH:24]=[CH:23][C:16]2[N:17]([CH3:22])[C:18](=[O:21])[N:19]([CH3:20])[C:15]=2[CH:14]=1)=[CH:5][C:6]1[CH:7]=[C:8]([CH3:12])[CH:9]=[CH:10][CH:11]=1)(=O)[CH3:2].C1(C)C=CC(S([NH:34][NH2:35])(=O)=O)=CC=1.C(=O)(O)[O-].[Na+]. (9) Given the product [F:1][C:2]1[CH:7]=[C:6]([F:8])[CH:5]=[CH:4][C:3]=1[C:9]([N:11]1[CH2:16][CH2:15][CH2:14][C@H:13]([N:27]2[N:28]=[N:29][C:25]([C:22]3[CH:23]=[CH:24][C:19]([F:18])=[CH:20][CH:21]=3)=[N:26]2)[CH2:12]1)=[O:10], predict the reactants needed to synthesize it. The reactants are: [F:1][C:2]1[CH:7]=[C:6]([F:8])[CH:5]=[CH:4][C:3]=1[C:9]([N:11]1[CH2:16][CH2:15][CH2:14][C@@H:13](O)[CH2:12]1)=[O:10].[F:18][C:19]1[CH:24]=[CH:23][C:22]([C:25]2[NH:29][N:28]=[N:27][N:26]=2)=[CH:21][CH:20]=1.